Dataset: Reaction yield outcomes from USPTO patents with 853,638 reactions. Task: Predict the reaction yield, written as a fraction of the theoretical maximum amount of product (1.0 means a 100% yield; for example, 0.34 means a 34% yield). The reactants are [Br:1][C:2]1[CH:3]=[C:4]([S:15][C:16]2[CH:17]=[C:18]([CH:22]=[CH:23][CH:24]=2)[C:19]([NH2:21])=O)[C:5]([NH:8][C:9]2[S:10][CH:11]=[C:12]([CH3:14])[N:13]=2)=[N:6][CH:7]=1.O=P(Cl)(Cl)Cl.C([O-])(O)=O.[Na+]. The catalyst is C(#N)C. The product is [Br:1][C:2]1[CH:3]=[C:4]([S:15][C:16]2[CH:17]=[C:18]([CH:22]=[CH:23][CH:24]=2)[C:19]#[N:21])[C:5]([NH:8][C:9]2[S:10][CH:11]=[C:12]([CH3:14])[N:13]=2)=[N:6][CH:7]=1. The yield is 0.340.